From a dataset of Catalyst prediction with 721,799 reactions and 888 catalyst types from USPTO. Predict which catalyst facilitates the given reaction. (1) Reactant: Cl.C1(C(C2C=CC=CC=2)=[N:9][C:10]2[CH:11]=[CH:12][C:13]([O:23][CH3:24])=[C:14]3[C:19]=2[O:18][CH2:17][C@H:16]([N:20]([CH3:22])[CH3:21])[CH2:15]3)C=CC=CC=1.O. Product: [CH3:24][O:23][C:13]1[CH:12]=[CH:11][C:10]([NH2:9])=[C:19]2[C:14]=1[CH2:15][C@@H:16]([N:20]([CH3:21])[CH3:22])[CH2:17][O:18]2. The catalyst class is: 1. (2) Reactant: [CH3:1][NH:2][C@@H:3]1[CH2:7][CH2:6][N:5]([C:8]2[C:9]3[CH:16]=[CH:15][N:14]([CH2:17][O:18][CH2:19][CH2:20][Si:21]([CH3:24])([CH3:23])[CH3:22])[C:10]=3[N:11]=[CH:12][N:13]=2)[CH2:4]1.Cl[C:26]1[CH:31]=[C:30]([CH3:32])[C:29]([N+:33]([O-:35])=[O:34])=[CH:28][N:27]=1.CCN(C(C)C)C(C)C.O. Product: [CH3:1][N:2]([C@@H:3]1[CH2:7][CH2:6][N:5]([C:8]2[C:9]3[CH:16]=[CH:15][N:14]([CH2:17][O:18][CH2:19][CH2:20][Si:21]([CH3:23])([CH3:22])[CH3:24])[C:10]=3[N:11]=[CH:12][N:13]=2)[CH2:4]1)[C:26]1[CH:31]=[C:30]([CH3:32])[C:29]([N+:33]([O-:35])=[O:34])=[CH:28][N:27]=1. The catalyst class is: 37. (3) Product: [Cl:1][C:2]1[CH:3]=[C:4]([C:21]2([C:25]([OH:27])=[O:26])[CH2:22][CH2:23][CH2:24]2)[CH:5]=[C:6]([C:14]2[CH:19]=[CH:18][C:17]([CH3:20])=[CH:16][CH:15]=2)[C:7]=1[O:8][CH2:9][C:10]([F:13])([F:12])[F:11]. Reactant: [Cl:1][C:2]1[CH:3]=[C:4]([C:21]2([C:25]([O:27]CC)=[O:26])[CH2:24][CH2:23][CH2:22]2)[CH:5]=[C:6]([C:14]2[CH:19]=[CH:18][C:17]([CH3:20])=[CH:16][CH:15]=2)[C:7]=1[O:8][CH2:9][C:10]([F:13])([F:12])[F:11].O.[OH-].[Li+]. The catalyst class is: 200. (4) Reactant: [Cl:1][C:2]1[CH:7]=[CH:6][C:5]([CH:8]([OH:12])[CH2:9][NH:10][CH3:11])=[CH:4][CH:3]=1.Br[CH2:14][C:15]1[C:16]([Cl:22])=[N:17][C:18]([Cl:21])=[CH:19][CH:20]=1.C(=O)([O-])[O-].[K+].[K+]. Product: [Cl:1][C:2]1[CH:3]=[CH:4][C:5]([CH:8]([OH:12])[CH2:9][N:10]([CH2:14][C:15]2[C:16]([Cl:22])=[N:17][C:18]([Cl:21])=[CH:19][CH:20]=2)[CH3:11])=[CH:6][CH:7]=1. The catalyst class is: 10. (5) Reactant: O[CH2:2][C@@H:3]1[C:7]([C:8]([O:10][CH3:11])=[O:9])=[CH:6][CH2:5][N:4]1[C:12]([O:14][CH2:15][CH:16]=[CH2:17])=[O:13].C1(P(C2C=CC=CC=2)C2C=CC=CC=2)C=CC=CC=1.C(Cl)(Cl)(Cl)[Cl:38]. Product: [Cl:38][CH2:2][C@@H:3]1[C:7]([C:8]([O:10][CH3:11])=[O:9])=[CH:6][CH2:5][N:4]1[C:12]([O:14][CH2:15][CH:16]=[CH2:17])=[O:13]. The catalyst class is: 22. (6) Reactant: [CH3:1][C:2]1[CH:11]=[CH:10][C:9]2[C:4](=[C:5]([OH:12])[CH:6]=[CH:7][CH:8]=2)[N:3]=1.N1C(C)=CC=CC=1C.[F:21][C:22]([F:35])([F:34])[S:23](O[S:23]([C:22]([F:35])([F:34])[F:21])(=[O:25])=[O:24])(=[O:25])=[O:24]. Product: [F:21][C:22]([F:35])([F:34])[S:23]([O:12][C:5]1[CH:6]=[CH:7][CH:8]=[C:9]2[C:4]=1[N:3]=[C:2]([CH3:1])[CH:11]=[CH:10]2)(=[O:25])=[O:24]. The catalyst class is: 4. (7) Reactant: [CH3:1][C@H:2]1[C:3](=[O:29])[NH:4][C:5]2[CH:6]=[N:7][CH:8]=[CH:9][C:10]=2[C:11]2[CH:12]=[N:13][CH:14]=[C:15]([CH:28]=2)[C@@H:16]([NH:20][C:21](=[O:27])[O:22][C:23]([CH3:26])([CH3:25])[CH3:24])[CH2:17][CH:18]=[CH:19]1. Product: [CH3:1][C@@H:2]1[CH2:19][CH2:18][CH2:17][C@H:16]([NH:20][C:21](=[O:27])[O:22][C:23]([CH3:24])([CH3:25])[CH3:26])[C:15]2[CH:28]=[C:11]([CH:12]=[N:13][CH:14]=2)[C:10]2[CH:9]=[CH:8][N:7]=[CH:6][C:5]=2[NH:4][C:3]1=[O:29]. The catalyst class is: 867.